Dataset: Forward reaction prediction with 1.9M reactions from USPTO patents (1976-2016). Task: Predict the product of the given reaction. (1) Given the reactants [C:1]([C:3]1[O:4]C=C[N:7]=1)#N.[C:8](O)(=[S:12])[CH:9](C)[OH:10].[N:14]1C=CC=[CH:16][CH:15]=1.[CH3:20]CO, predict the reaction product. The product is: [CH3:20][C:1]1[S:12][C:8]([C:9]2[O:10][CH:16]=[CH:15][N:14]=2)=[N:7][C:3]=1[OH:4]. (2) Given the reactants [CH2:1]([O:3][C:4]([C:6]1[C:7](O)=[CH:8][C:9](=[O:15])[N:10]2[C:14]=1[CH2:13][CH2:12][CH2:11]2)=[O:5])[CH3:2].O=P(Cl)(Cl)[Cl:19].C([O-])([O-])=O.[K+].[K+], predict the reaction product. The product is: [CH2:1]([O:3][C:4]([C:6]1[C:7]([Cl:19])=[CH:8][C:9](=[O:15])[N:10]2[C:14]=1[CH2:13][CH2:12][CH2:11]2)=[O:5])[CH3:2]. (3) Given the reactants [CH3:1]C([O-])(C)C.[K+].[CH2:7]([N:14]1[CH2:19][CH2:18][C:17](=O)[CH:16]([CH3:21])[CH2:15]1)[C:8]1[CH:13]=[CH:12][CH:11]=[CH:10][CH:9]=1.[NH4+].[Cl-], predict the reaction product. The product is: [CH2:7]([N:14]1[CH2:19][CH2:18][C:17](=[CH2:1])[CH:16]([CH3:21])[CH2:15]1)[C:8]1[CH:13]=[CH:12][CH:11]=[CH:10][CH:9]=1. (4) Given the reactants [NH2:1][C:2]1[C:3]2[C:11](=[O:12])[C:10](I)=[CH:9][N:8]([CH:14]([C:16]3[C:17]([O:35][CH3:36])=[C:18]([C:24]4[CH:25]=[CH:26][C:27]([C:30]([N:32]([CH3:34])[CH3:33])=[O:31])=[N:28][CH:29]=4)[C:19]([CH3:23])=[C:20]([Cl:22])[CH:21]=3)[CH3:15])[C:4]=2[N:5]=[CH:6][N:7]=1.CC1(C)C(C)(C)OB([C:45]2[CH:46]=[N:47][NH:48][CH:49]=2)O1.C(=O)([O-])[O-].[Na+].[Na+].ClCCl, predict the reaction product. The product is: [NH2:1][C:2]1[C:3]2[C:11](=[O:12])[C:10]([C:45]3[CH:46]=[N:47][NH:48][CH:49]=3)=[CH:9][N:8]([CH:14]([C:16]3[C:17]([O:35][CH3:36])=[C:18]([C:24]4[CH:25]=[CH:26][C:27]([C:30]([N:32]([CH3:34])[CH3:33])=[O:31])=[N:28][CH:29]=4)[C:19]([CH3:23])=[C:20]([Cl:22])[CH:21]=3)[CH3:15])[C:4]=2[N:5]=[CH:6][N:7]=1. (5) Given the reactants [F:1][C:2]1[CH:7]=[CH:6][CH:5]=[C:4]([F:8])[C:3]=1[N:9]1[C:14]2[N:15]=[C:16](S(C)(=O)=O)[N:17]=[C:18]([C:19]3[CH:20]=[C:21]([CH:28]=[CH:29][C:30]=3[CH3:31])[C:22]([NH:24][CH2:25][CH2:26][CH3:27])=[O:23])[C:13]=2[CH:12]=[CH:11][C:10]1=[O:36].[CH3:37][N:38]([CH3:44])[CH2:39][CH2:40][CH2:41][NH:42][CH3:43], predict the reaction product. The product is: [F:1][C:2]1[CH:7]=[CH:6][CH:5]=[C:4]([F:8])[C:3]=1[N:9]1[C:14]2[N:15]=[C:16]([N:42]([CH2:41][CH2:40][CH2:39][N:38]([CH3:44])[CH3:37])[CH3:43])[N:17]=[C:18]([C:19]3[CH:20]=[C:21]([CH:28]=[CH:29][C:30]=3[CH3:31])[C:22]([NH:24][CH2:25][CH2:26][CH3:27])=[O:23])[C:13]=2[CH:12]=[CH:11][C:10]1=[O:36]. (6) Given the reactants [F:1][C:2]1[CH:3]=[C:4]([OH:11])[C:5](=[CH:9][CH:10]=1)[C:6](O)=[O:7].C(Cl)(=O)C(Cl)=O.[OH-].[NH4+:19], predict the reaction product. The product is: [F:1][C:2]1[CH:10]=[CH:9][C:5]([C:6]([NH2:19])=[O:7])=[C:4]([OH:11])[CH:3]=1.